From a dataset of Reaction yield outcomes from USPTO patents with 853,638 reactions. Predict the reaction yield, written as a fraction of the theoretical maximum amount of product (1.0 means a 100% yield; for example, 0.34 means a 34% yield). (1) The reactants are [CH3:1][O:2][C:3](=[O:42])[CH2:4][C:5]1[CH:10]=[CH:9][CH:8]=[CH:7][C:6]=1[C:11]#[C:12][C:13]1[C:18]([C:19]([F:22])([F:21])[F:20])=[CH:17][N:16]=[C:15]([NH:23][C:24]2[CH:29]=[CH:28][C:27]([CH:30]3[CH2:34][CH2:33][N:32]([C:35]([O:37][C:38]([CH3:41])([CH3:40])[CH3:39])=[O:36])[CH2:31]3)=[CH:26][CH:25]=2)[N:14]=1. The catalyst is CCO.CN(C=O)C.CN(C=O)C.CCO.[Pd]. The product is [CH3:1][O:2][C:3](=[O:42])[CH2:4][C:5]1[CH:10]=[CH:9][CH:8]=[CH:7][C:6]=1[CH2:11][CH2:12][C:13]1[C:18]([C:19]([F:21])([F:22])[F:20])=[CH:17][N:16]=[C:15]([NH:23][C:24]2[CH:29]=[CH:28][C:27]([CH:30]3[CH2:34][CH2:33][N:32]([C:35]([O:37][C:38]([CH3:40])([CH3:41])[CH3:39])=[O:36])[CH2:31]3)=[CH:26][CH:25]=2)[N:14]=1. The yield is 0.240. (2) The reactants are [CH2:1]([O:5][CH:6]1[CH2:11][CH2:10][N:9]([S:12](/[CH:15]=[CH:16]/[CH2:17][CH2:18][CH2:19][C:20]2[N:25]=[CH:24][CH:23]=[CH:22][N:21]=2)(=[O:14])=[O:13])[CH2:8][CH2:7]1)[C:2]#[C:3][CH3:4].[NH2:26][OH:27].O.CCOC(C)=O. The catalyst is C1COCC1. The product is [CH3:4][C:3]#[C:2][CH2:1][O:5][CH:6]1[CH2:11][CH2:10][N:9]([S:12]([CH2:15][CH:16]([NH:26][OH:27])[CH2:17][CH2:18][CH2:19][C:20]2[N:21]=[CH:22][CH:23]=[CH:24][N:25]=2)(=[O:13])=[O:14])[CH2:8][CH2:7]1. The yield is 1.00. (3) The reactants are [C:1]([C:5]1[CH:9]=[C:8]([NH:10][C:11]([NH:13][C:14]2[CH:19]=[CH:18][C:17]([O:20][C:21]3[CH:26]=[CH:25][N:24]=[C:23]([CH3:27])[CH:22]=3)=[CH:16][C:15]=2[F:28])=[O:12])[N:7]([C:29]2[CH:30]=[C:31]([CH:35]=[CH:36][CH:37]=2)[C:32]([OH:34])=O)[N:6]=1)([CH3:4])([CH3:3])[CH3:2].[CH3:38][C:39]1([CH3:46])[O:43][CH:42]([CH2:44][NH2:45])[CH2:41][O:40]1.Cl.CN(C)CCCN=C=NCC.ON1C2C=CC=CC=2N=N1. The catalyst is CN(C)C1C=CN=CC=1.C1COCC1.C(Cl)Cl.O.C(OCC)(=O)C. The product is [C:1]([C:5]1[CH:9]=[C:8]([NH:10][C:11]([NH:13][C:14]2[CH:19]=[CH:18][C:17]([O:20][C:21]3[CH:26]=[CH:25][N:24]=[C:23]([CH3:27])[CH:22]=3)=[CH:16][C:15]=2[F:28])=[O:12])[N:7]([C:29]2[CH:30]=[C:31]([CH:35]=[CH:36][CH:37]=2)[C:32]([NH:45][CH2:44][CH:42]2[CH2:41][O:40][C:39]([CH3:46])([CH3:38])[O:43]2)=[O:34])[N:6]=1)([CH3:4])([CH3:3])[CH3:2]. The yield is 0.730. (4) The reactants are BrC1C=CC(O)=C(C2C=[CH:16][C:15]3[C:10](=[CH:11][CH:12]=[C:13]([C:18]4[N:22]([CH:23]5[CH2:28][CH2:27][CH2:26][CH2:25][CH2:24]5)[C:21]5[CH:29]=[CH:30][C:31]([C:33]([OH:35])=[O:34])=[CH:32][C:20]=5[N:19]=4)[CH:14]=3)[N:9]=2)C=1.C(OC(C1C=CC2N(C3CCCCC3)C(C3C=CC(N)=C(C=O)C=3)=NC=2C=1)=O)C.[OH:66][C:67]1[CH:72]=[CH:71][CH:70]=[C:69]([O:73][CH3:74])[C:68]=1[C:75](=O)[CH3:76].[OH-].[K+]. The catalyst is C(O)C. The product is [CH:23]1([N:22]2[C:21]3[CH:29]=[CH:30][C:31]([C:33]([OH:35])=[O:34])=[CH:32][C:20]=3[N:19]=[C:18]2[C:13]2[CH:14]=[C:15]3[C:10](=[CH:11][CH:12]=2)[N:9]=[C:75]([C:68]2[C:69]([O:73][CH3:74])=[CH:70][CH:71]=[CH:72][C:67]=2[OH:66])[CH:76]=[CH:16]3)[CH2:24][CH2:25][CH2:26][CH2:27][CH2:28]1. The yield is 0.690. (5) The reactants are Cl.Cl.[NH2:3][CH2:4][C@@:5]1([OH:13])[CH:10]2[CH2:11][CH2:12][N:7]([CH2:8][CH2:9]2)[CH2:6]1.C([O-])([O-])=O.[Cs+].[Cs+].[Br:20][C:21]1[CH:30]=[C:29]2[C:24]([CH:25]=[C:26]([N:31]=[C:32]=S)[N:27]=[CH:28]2)=[CH:23][CH:22]=1.C(N=C=NC(C)C)(C)C. The catalyst is CN(C)C=O. The product is [Br:20][C:21]1[CH:30]=[C:29]2[C:24]([CH:25]=[C:26]([NH:31][C:32]3[O:13][C@:5]4([CH2:4][N:3]=3)[CH:10]3[CH2:9][CH2:8][N:7]([CH2:12][CH2:11]3)[CH2:6]4)[N:27]=[CH:28]2)=[CH:23][CH:22]=1. The yield is 0.170. (6) The reactants are [CH:1]1([CH:4]([C:18]2[CH:23]=[CH:22][CH:21]=[CH:20][N:19]=2)[NH:5][C:6]([C:8]2[CH:9]=[C:10]3[C:14](=[CH:15][CH:16]=2)[NH:13][N:12]=[C:11]3I)=[O:7])[CH2:3][CH2:2]1.[Cl:24][C:25]1[CH:38]=[C:37](B2OC(C)(C)C(C)(C)O2)[CH:36]=[CH:35][C:26]=1[O:27][CH:28]1[CH2:33][CH2:32][N:31]([CH3:34])[CH2:30][CH2:29]1.C([O-])([O-])=O.[Na+].[Na+]. The catalyst is C1C=CC([P]([Pd]([P](C2C=CC=CC=2)(C2C=CC=CC=2)C2C=CC=CC=2)([P](C2C=CC=CC=2)(C2C=CC=CC=2)C2C=CC=CC=2)[P](C2C=CC=CC=2)(C2C=CC=CC=2)C2C=CC=CC=2)(C2C=CC=CC=2)C2C=CC=CC=2)=CC=1.C1(C)C=CC=CC=1.CCO. The product is [Cl:24][C:25]1[CH:38]=[C:37]([C:11]2[C:10]3[C:14](=[CH:15][CH:16]=[C:8]([C:6]([NH:5][CH:4]([CH:1]4[CH2:3][CH2:2]4)[C:18]4[CH:23]=[CH:22][CH:21]=[CH:20][N:19]=4)=[O:7])[CH:9]=3)[NH:13][N:12]=2)[CH:36]=[CH:35][C:26]=1[O:27][CH:28]1[CH2:33][CH2:32][N:31]([CH3:34])[CH2:30][CH2:29]1. The yield is 0.280.